This data is from Reaction yield outcomes from USPTO patents with 853,638 reactions. The task is: Predict the reaction yield, written as a fraction of the theoretical maximum amount of product (1.0 means a 100% yield; for example, 0.34 means a 34% yield). (1) The reactants are C([O:3][C:4]([C:6]1[CH:7]=[C:8]2[C:13](=[CH:14][CH:15]=1)[NH:12][CH:11]([C:16]1[CH:21]=[CH:20][CH:19]=[C:18]([N:22]([CH3:28])[C:23]([N:25]([CH3:27])[CH3:26])=[O:24])[CH:17]=1)[C:10]([CH3:30])([CH3:29])[CH2:9]2)=[O:5])C.Cl. The catalyst is CO.O1CCCC1.[OH-].[Na+].O. The product is [CH3:29][C:10]1([CH3:30])[CH2:9][C:8]2[C:13](=[CH:14][CH:15]=[C:6]([C:4]([OH:5])=[O:3])[CH:7]=2)[NH:12][CH:11]1[C:16]1[CH:21]=[CH:20][CH:19]=[C:18]([N:22]([CH3:28])[C:23]([N:25]([CH3:27])[CH3:26])=[O:24])[CH:17]=1. The yield is 0.260. (2) The yield is 0.730. The product is [O:4]1[C:5]2([CH2:6][CH2:7][CH:8]([N:11]3[C:44](=[O:45])[C:43]([CH2:42][C:39]4[CH:40]=[CH:41][C:36]([C:31]5[C:30]([C:28]#[N:29])=[CH:35][CH:34]=[CH:33][CH:32]=5)=[CH:37][CH:38]=4)=[C:49]([CH2:50][CH2:51][CH3:52])[N:16]4[N:15]=[CH:14][CH:13]=[C:12]34)[CH2:9][CH2:10]2)[O:1][CH2:2][CH2:3]1. The catalyst is C(N(CC)C1C=CC=CC=1)C.O. The reactants are [O:1]1[C:5]2([CH2:10][CH2:9][CH:8]([NH:11][C:12]3[NH:16][N:15]=[CH:14][CH:13]=3)[CH2:7][CH2:6]2)[O:4][CH2:3][CH2:2]1.N12CCCN=C1CCCCC2.[C:28]([C:30]1[CH:35]=[CH:34][CH:33]=[CH:32][C:31]=1[C:36]1[CH:41]=[CH:40][C:39]([CH2:42][CH:43]([C:49](=O)[CH2:50][CH2:51][CH3:52])[C:44](OCC)=[O:45])=[CH:38][CH:37]=1)#[N:29].C(OCC)(=O)C. (3) The reactants are [Br:1][C:2]1[CH:7]=[C:6](O)[C:5]([Br:9])=[CH:4][C:3]=1[OH:10].[C:11]([O-:14])([O-])=O.[K+].[K+].Br[CH2:18][CH2:19][CH2:20][CH2:21][CH2:22][CH2:23][Br:24]. The catalyst is CS(C)=O. The product is [Br:9][C:5]1[CH:4]=[C:3]([O:10][CH2:18][CH2:19][CH2:20][CH2:21][CH2:22][CH2:23][Br:24])[C:2]([Br:1])=[CH:7][C:6]=1[O:14][CH2:11][CH2:6][CH2:5][CH2:4][CH2:3][CH2:2][Br:1]. The yield is 0.773. (4) The reactants are [CH3:1][C:2]1[O:6][N:5]=[C:4]([NH2:7])[CH:3]=1.C([O:11]/[C:12](/[C:22](OC)=[O:23])=[C:13](/OC(=O)C)\[C:14]([O:16][CH3:17])=[O:15])(=O)C.C(OC(C)C)(C)C. The catalyst is C1(C)C=CC(S(O)(=O)=O)=CC=1.C(O)C. The product is [CH3:17][O:16][C:14]([C:13]1[N:7]=[C:4]2[CH:3]=[C:2]([CH3:1])[O:6][N:5]2[C:22](=[O:23])[C:12]=1[OH:11])=[O:15]. The yield is 0.370. (5) The reactants are [Cl:1][C:2]1[N:7]=[C:6](Cl)[C:5]([F:9])=[CH:4][N:3]=1.C([Sn](CCCC)(CCCC)[C:15]([O:17][CH2:18][CH3:19])=[CH2:16])CCC. No catalyst specified. The product is [Cl:1][C:2]1[N:7]=[C:6]([C:15]([O:17][CH2:18][CH3:19])=[CH2:16])[C:5]([F:9])=[CH:4][N:3]=1. The yield is 0.490. (6) The reactants are [N+:1]([C:4]1[CH:5]=[C:6]2[C:10](=[CH:11][CH:12]=1)[NH:9][C:8]([CH2:13][C:14]([NH2:16])=[O:15])=[C:7]2[S:17]([C:20]1[CH:25]=[CH:24][CH:23]=[CH:22][CH:21]=1)(=[O:19])=[O:18])([O-])=O. The catalyst is C(O)C. The product is [N:1]1([C:4]2[CH:5]=[C:6]3[C:10](=[CH:11][CH:12]=2)[NH:9][C:8]([CH2:13][C:14]([NH2:16])=[O:15])=[C:7]3[S:17]([C:20]2[CH:25]=[CH:24][CH:23]=[CH:22][CH:21]=2)(=[O:19])=[O:18])[CH:11]=[CH:12][CH:4]=[CH:5]1. The yield is 0.710.